From a dataset of Catalyst prediction with 721,799 reactions and 888 catalyst types from USPTO. Predict which catalyst facilitates the given reaction. Reactant: C([O:4][C:5]1[CH:14]=[C:13]2[C:8]([CH:9]=[C:10]([CH:16]=[O:17])[C:11](Cl)=[N:12]2)=[CH:7][CH:6]=1)(=O)C.CCN(CC)CC.O. Product: [OH:4][C:5]1[CH:14]=[C:13]2[C:8]([CH:9]=[C:10]([CH:16]=[O:17])[CH:11]=[N:12]2)=[CH:7][CH:6]=1. The catalyst class is: 128.